From a dataset of Reaction yield outcomes from USPTO patents with 853,638 reactions. Predict the reaction yield, written as a fraction of the theoretical maximum amount of product (1.0 means a 100% yield; for example, 0.34 means a 34% yield). (1) The reactants are [F:1][C:2]1[CH:7]=[CH:6][C:5]([C:8]2[C:12]([C:13]3[N:14]=[CH:15][N:16]([C:18]4[CH:23]=[CH:22][C:21]([C:24](=[O:26])[CH3:25])=[CH:20][CH:19]=4)[CH:17]=3)=[C:11]([C:27]([F:30])([F:29])[F:28])[O:10][N:9]=2)=[CH:4][CH:3]=1.[CH3:31][Mg]Br. The catalyst is C1COCC1.Cl. The product is [F:1][C:2]1[CH:3]=[CH:4][C:5]([C:8]2[C:12]([C:13]3[N:14]=[CH:15][N:16]([C:18]4[CH:23]=[CH:22][C:21]([C:24]([OH:26])([CH3:31])[CH3:25])=[CH:20][CH:19]=4)[CH:17]=3)=[C:11]([C:27]([F:30])([F:28])[F:29])[O:10][N:9]=2)=[CH:6][CH:7]=1. The yield is 0.480. (2) The reactants are [CH2:1]([S:5][C:6]1[C:11]([CH2:12]Cl)=[CH:10][CH:9]=[CH:8][N:7]=1)[CH2:2]CC.C([O:16][C:17](=[O:29])[CH2:18][CH2:19][C:20]1[CH:25]=[C:24]([F:26])[C:23]([OH:27])=[C:22]([F:28])[CH:21]=1)C. No catalyst specified. The product is [CH2:1]([S:5][C:6]1[C:11]([CH2:12][O:27][C:23]2[C:22]([F:28])=[CH:21][C:20]([CH2:19][CH2:18][C:17]([OH:29])=[O:16])=[CH:25][C:24]=2[F:26])=[CH:10][CH:9]=[CH:8][N:7]=1)[CH3:2]. The yield is 0.760. (3) The reactants are [CH:1]1([NH:4][C:5]2[N:10]3[N:11]=[CH:12][C:13]([CH:14]=O)=[C:9]3[N:8]=[C:7]([C:16]3[CH:21]=[CH:20][N:19]=[C:18]([F:22])[CH:17]=3)[CH:6]=2)[CH2:3][CH2:2]1.N1CCCCC1.[S:29]1[CH2:35][C:33](=[O:34])[NH:32][C:30]1=[S:31]. The catalyst is CCO. The product is [CH:1]1([NH:4][C:5]2[N:10]3[N:11]=[CH:12][C:13]([CH:14]=[C:35]4[S:29][C:30](=[S:31])[NH:32][C:33]4=[O:34])=[C:9]3[N:8]=[C:7]([C:16]3[CH:21]=[CH:20][N:19]=[C:18]([F:22])[CH:17]=3)[CH:6]=2)[CH2:2][CH2:3]1. The yield is 0.350.